Task: Predict which catalyst facilitates the given reaction.. Dataset: Catalyst prediction with 721,799 reactions and 888 catalyst types from USPTO (1) Reactant: C(O[C:4](=[O:22])[C:5]1[CH:10]=[CH:9][CH:8]=[N:7][C:6]=1[NH:11][C:12]1[CH:17]=[C:16]([O:18][CH3:19])[CH:15]=[C:14]([O:20][CH3:21])[CH:13]=1)C.[CH3:23][NH:24][NH2:25]. Product: [CH3:23][NH:24][NH:25][C:4](=[O:22])[C:5]1[CH:10]=[CH:9][CH:8]=[N:7][C:6]=1[NH:11][C:12]1[CH:13]=[C:14]([O:20][CH3:21])[CH:15]=[C:16]([O:18][CH3:19])[CH:17]=1. The catalyst class is: 41. (2) Reactant: [OH-].[Na+].[Cl:3][C:4]1[CH:5]=[C:6]([C@H:11]2[C@@H:17]([CH2:18][N:19]3[CH2:24][CH2:23][CH:22]([C:25]([O:27]C)=[O:26])[CH2:21][CH2:20]3)[O:16][CH2:15][CH2:14][N:13]([C:29]([O:31][C:32]([CH3:35])([CH3:34])[CH3:33])=[O:30])[CH2:12]2)[CH:7]=[CH:8][C:9]=1[Cl:10].O. Product: [C:32]([O:31][C:29]([N:13]1[CH2:12][C@@H:11]([C:6]2[CH:7]=[CH:8][C:9]([Cl:10])=[C:4]([Cl:3])[CH:5]=2)[C@@H:17]([CH2:18][N:19]2[CH2:24][CH2:23][CH:22]([C:25]([OH:27])=[O:26])[CH2:21][CH2:20]2)[O:16][CH2:15][CH2:14]1)=[O:30])([CH3:35])([CH3:33])[CH3:34]. The catalyst class is: 8. (3) Reactant: [CH3:1][N:2]1[C:9](=[O:10])[CH2:8][CH2:7][C@H:3]1[C:4]([OH:6])=O.C(OC1C=CC2C(=CC=CC=2)N1C(OCC)=O)C.Cl.[Cl:30][C:31]1[C:36]([C:37]([F:40])([F:39])[F:38])=[C:35]([F:41])[CH:34]=[CH:33][C:32]=1[CH2:42][NH2:43].C(=O)([O-])O.[Na+]. Product: [Cl:30][C:31]1[C:36]([C:37]([F:39])([F:40])[F:38])=[C:35]([F:41])[CH:34]=[CH:33][C:32]=1[CH2:42][NH:43][C:4](=[O:6])[C@@H:3]1[CH2:7][CH2:8][C:9](=[O:10])[N:2]1[CH3:1]. The catalyst class is: 4. (4) Reactant: [Br:1][C:2]1[CH:3]=[N:4][CH:5]=[C:6]2[C:11]=1[N:10]=[C:9]([C:12]([OH:14])=O)[CH:8]=[CH:7]2.[CH3:15][N:16](C(ON1N=NC2C=CC=NC1=2)=[N+](C)C)C.F[P-](F)(F)(F)(F)F.CN.C1COCC1.CCN(C(C)C)C(C)C. Product: [Br:1][C:2]1[CH:3]=[N:4][CH:5]=[C:6]2[C:11]=1[N:10]=[C:9]([C:12]([NH:16][CH3:15])=[O:14])[CH:8]=[CH:7]2. The catalyst class is: 3. (5) Reactant: [NH2:1][C:2]1[CH:7]=[CH:6][C:5]([Br:8])=[CH:4][C:3]=1[C:9](=[O:11])[CH3:10].[CH2:12]([Mg]Br)[CH3:13].[C:16](N1C=CN=C1)(N1C=CN=C1)=[O:17]. Product: [Br:8][C:5]1[CH:6]=[CH:7][C:2]2[NH:1][C:16](=[O:17])[O:11][C:9]([CH2:12][CH3:13])([CH3:10])[C:3]=2[CH:4]=1. The catalyst class is: 1. (6) Reactant: Br[C:2]1[CH:7]=[C:6]([CH2:8][CH3:9])[CH:5]=[CH:4][C:3]=1[OH:10].[N:11]1[CH:16]=[CH:15][CH:14]=[C:13](B(O)O)[CH:12]=1.C(=O)([O-])[O-].[Na+].[Na+]. Product: [CH2:8]([C:6]1[CH:5]=[CH:4][C:3]([OH:10])=[C:2]([C:13]2[CH:12]=[N:11][CH:16]=[CH:15][CH:14]=2)[CH:7]=1)[CH3:9]. The catalyst class is: 437. (7) Reactant: [Cl:1][C:2]1[CH:27]=[CH:26][CH:25]=[CH:24][C:3]=1[C:4]([NH:6][C:7](=[O:23])[NH:8][C:9]1[S:10][C:11]2[CH:17]=[C:16]([S:18]([CH:21]=[CH2:22])(=[O:20])=[O:19])[CH:15]=[CH:14][C:12]=2[N:13]=1)=[O:5].[CH3:28][NH:29][CH3:30]. Product: [Cl:1][C:2]1[CH:27]=[CH:26][CH:25]=[CH:24][C:3]=1[C:4]([NH:6][C:7](=[O:23])[NH:8][C:9]1[S:10][C:11]2[CH:17]=[C:16]([S:18]([CH2:21][CH2:22][N:29]([CH3:30])[CH3:28])(=[O:20])=[O:19])[CH:15]=[CH:14][C:12]=2[N:13]=1)=[O:5]. The catalyst class is: 1. (8) Reactant: C(OC([N:8]1[CH2:13][CH2:12][CH:11]([N:14]2[C:18]3[CH:19]=[CH:20][CH:21]=[CH:22][C:17]=3[N:16]=[CH:15]2)[CH2:10][CH2:9]1)=O)(C)(C)C.[F:23][C:24]([F:29])([F:28])[C:25]([OH:27])=[O:26]. Product: [F:23][C:24]([F:29])([F:28])[C:25]([OH:27])=[O:26].[N:14]1([CH:11]2[CH2:12][CH2:13][NH:8][CH2:9][CH2:10]2)[C:18]2[CH:19]=[CH:20][CH:21]=[CH:22][C:17]=2[N:16]=[CH:15]1. The catalyst class is: 4. (9) The catalyst class is: 32. Product: [Cl:12][C:13]1[CH:14]=[C:15]([NH:16][C:2]2[C:3]3[N:10]([CH3:11])[CH:9]=[CH:8][C:4]=3[N:5]=[CH:6][N:7]=2)[CH:17]=[CH:18][C:19]=1[O:20][C:21]1[CH:26]=[CH:25][N:24]2[N:27]=[CH:28][N:29]=[C:23]2[CH:22]=1. Reactant: Cl[C:2]1[C:3]2[N:10]([CH3:11])[CH:9]=[CH:8][C:4]=2[N:5]=[CH:6][N:7]=1.[Cl:12][C:13]1[CH:14]=[C:15]([CH:17]=[CH:18][C:19]=1[O:20][C:21]1[CH:26]=[CH:25][N:24]2[N:27]=[CH:28][N:29]=[C:23]2[CH:22]=1)[NH2:16].Cl.N1C=CC=CC=1.C(=O)([O-])O.[Na+].